From a dataset of Catalyst prediction with 721,799 reactions and 888 catalyst types from USPTO. Predict which catalyst facilitates the given reaction. Reactant: CCCCCC.[CH2:7]([Li])CCC.[CH2:12]([O:19][C@@H:20]1[C@@H:25]([O:26][CH2:27][C:28]2[CH:33]=[CH:32][CH:31]=[CH:30][CH:29]=2)[C@H:24]([O:34][CH2:35][C:36]2[CH:41]=[CH:40][CH:39]=[CH:38][CH:37]=2)[C@@H:23]([CH2:42][O:43][CH2:44][C:45]2[CH:50]=[CH:49][CH:48]=[CH:47][CH:46]=2)[O:22][C@H:21]1[C:51]1[CH:56]=[C:55]([CH2:57][O:58][CH3:59])[CH:54]=[C:53](Br)[CH:52]=1)[C:13]1[CH:18]=[CH:17][CH:16]=[CH:15][CH:14]=1.[Cl-].[NH4+].C1C[O:66][CH2:65]C1. Product: [CH3:7][C:54]1[C:55]([CH2:57][O:58][CH3:59])=[CH:56][C:51]([C@H:21]2[C@H:20]([O:19][CH2:12][C:13]3[CH:14]=[CH:15][CH:16]=[CH:17][CH:18]=3)[C@@H:25]([O:26][CH2:27][C:28]3[CH:33]=[CH:32][CH:31]=[CH:30][CH:29]=3)[C@H:42]([O:43][CH2:44][C:45]3[CH:46]=[CH:47][CH:48]=[CH:49][CH:50]=3)[C@@H:23]([CH2:24][O:34][CH2:35][C:36]3[CH:37]=[CH:38][CH:39]=[CH:40][CH:41]=3)[O:22]2)=[CH:52][C:53]=1[CH:65]=[O:66]. The catalyst class is: 3.